This data is from Reaction yield outcomes from USPTO patents with 853,638 reactions. The task is: Predict the reaction yield, written as a fraction of the theoretical maximum amount of product (1.0 means a 100% yield; for example, 0.34 means a 34% yield). (1) The reactants are [CH3:1][O:2][C:3](=[O:42])[C:4]1[CH:9]=[CH:8][C:7]([N:10]([CH2:12][CH2:13][C:14]2[C:22]3[C:17](=[CH:18][CH:19]=[C:20]([Cl:23])[CH:21]=3)[N:16]([CH:24]([C:31]3[CH:36]=[CH:35][CH:34]=[CH:33][CH:32]=3)[C:25]3[CH:30]=[CH:29][CH:28]=[CH:27][CH:26]=3)[C:15]=2[CH2:37][CH2:38][N:39]=[N+]=[N-])[CH3:11])=[CH:6][CH:5]=1.C(Cl)Cl. The catalyst is CO.[Pd]. The product is [CH3:1][O:2][C:3](=[O:42])[C:4]1[CH:5]=[CH:6][C:7]([N:10]([CH2:12][CH2:13][C:14]2[C:22]3[C:17](=[CH:18][CH:19]=[C:20]([Cl:23])[CH:21]=3)[N:16]([CH:24]([C:31]3[CH:32]=[CH:33][CH:34]=[CH:35][CH:36]=3)[C:25]3[CH:26]=[CH:27][CH:28]=[CH:29][CH:30]=3)[C:15]=2[CH2:37][CH2:38][NH2:39])[CH3:11])=[CH:8][CH:9]=1. The yield is 0.780. (2) The product is [CH3:11][N:12]1[CH2:17][CH2:16][CH:15]=[C:14]([CH:18]=[O:19])[CH2:13]1. The catalyst is C(Cl)Cl.O. The yield is 0.850. The reactants are C(Cl)(=O)C(Cl)=O.CS(C)=O.[CH3:11][N:12]1[CH2:17][CH2:16][CH:15]=[C:14]([CH2:18][OH:19])[CH2:13]1.C(N(CC)CC)C.